This data is from Peptide-MHC class I binding affinity with 185,985 pairs from IEDB/IMGT. The task is: Regression. Given a peptide amino acid sequence and an MHC pseudo amino acid sequence, predict their binding affinity value. This is MHC class I binding data. (1) The peptide sequence is FFVFIHMVR. The MHC is HLA-A31:01 with pseudo-sequence HLA-A31:01. The binding affinity (normalized) is 0.993. (2) The binding affinity (normalized) is 0. The peptide sequence is PRRRRSQSR. The MHC is Patr-A0401 with pseudo-sequence Patr-A0401. (3) The peptide sequence is GLYSSTVPV. The MHC is HLA-A02:03 with pseudo-sequence HLA-A02:03. The binding affinity (normalized) is 0.828. (4) The peptide sequence is GTSAAAYFV. The MHC is HLA-A02:03 with pseudo-sequence HLA-A02:03. The binding affinity (normalized) is 0.509. (5) The peptide sequence is QHSFMANRM. The MHC is HLA-B35:01 with pseudo-sequence HLA-B35:01. The binding affinity (normalized) is 0.0847. (6) The peptide sequence is YTVRGTGKY. The MHC is HLA-B44:02 with pseudo-sequence HLA-B44:02. The binding affinity (normalized) is 0.0847. (7) The peptide sequence is RKRLMSMVK. The MHC is HLA-B57:01 with pseudo-sequence HLA-B57:01. The binding affinity (normalized) is 0.0847.